This data is from hERG potassium channel inhibition data for cardiac toxicity prediction from Karim et al.. The task is: Regression/Classification. Given a drug SMILES string, predict its toxicity properties. Task type varies by dataset: regression for continuous values (e.g., LD50, hERG inhibition percentage) or binary classification for toxic/non-toxic outcomes (e.g., AMES mutagenicity, cardiotoxicity, hepatotoxicity). Dataset: herg_karim. (1) The drug is Cc1nc2cc(-n3ncc(C(=O)c4cc5ccc(-c6ccccc6)cc5[nH]4)c3N)ccc2[nH]1. The result is 0 (non-blocker). (2) The compound is CC1(C)NCCc2c1oc1cc(S(=O)(=O)c3cccc(F)c3)ccc21. The result is 1 (blocker).